This data is from Reaction yield outcomes from USPTO patents with 853,638 reactions. The task is: Predict the reaction yield, written as a fraction of the theoretical maximum amount of product (1.0 means a 100% yield; for example, 0.34 means a 34% yield). (1) The reactants are [CH3:1][N:2]([CH3:20])[CH2:3][CH2:4][CH2:5][O:6][C:7]1[CH:12]=[CH:11][C:10]([NH2:13])=[CH:9][C:8]=1[C:14]1[N:15]([CH3:19])[N:16]=[CH:17][CH:18]=1.[Cl:21][C:22]1[CH:27]=[CH:26][CH:25]=[CH:24][C:23]=1[N:28]=[C:29]=[O:30]. The catalyst is C(Cl)Cl. The product is [Cl:21][C:22]1[CH:27]=[CH:26][CH:25]=[CH:24][C:23]=1[NH:28][C:29]([NH:13][C:10]1[CH:11]=[CH:12][C:7]([O:6][CH2:5][CH2:4][CH2:3][N:2]([CH3:1])[CH3:20])=[C:8]([C:14]2[N:15]([CH3:19])[N:16]=[CH:17][CH:18]=2)[CH:9]=1)=[O:30]. The yield is 0.950. (2) The reactants are [F:8][C:7]([F:10])([F:9])[C:6](O[C:6](=[O:11])[C:7]([F:10])([F:9])[F:8])=[O:11].[CH3:14][C:15]1([CH2:28][NH:29][C@@H:30]2[CH2:32][C@H:31]2[C:33]2[CH:38]=[CH:37][CH:36]=[CH:35][CH:34]=2)[CH2:20][CH2:19][N:18]([C:21]([O:23][C:24]([CH3:27])([CH3:26])[CH3:25])=[O:22])[CH2:17][CH2:16]1.C(N(CC)C(C)C)(C)C. The catalyst is C(Cl)Cl. The product is [CH3:14][C:15]1([CH2:28][N:29]([C@@H:30]2[CH2:32][C@H:31]2[C:33]2[CH:38]=[CH:37][CH:36]=[CH:35][CH:34]=2)[C:6](=[O:11])[C:7]([F:8])([F:9])[F:10])[CH2:16][CH2:17][N:18]([C:21]([O:23][C:24]([CH3:25])([CH3:26])[CH3:27])=[O:22])[CH2:19][CH2:20]1. The yield is 0.900. (3) The reactants are [CH3:1][N:2]1[C:6]([C:7]2[CH:16]=[C:15]([O:17][CH2:18][CH2:19][C@@H:20]3[NH:34][C:33](=[O:35])[N:32]([CH3:36])[CH2:31][CH2:30][CH2:29][CH2:28][CH:27]=[CH:26][C@H:25]4[C@@:23]([C:37](O)=[O:38])([CH2:24]4)[NH:22][C:21]3=[O:40])[C:14]3[C:9](=[C:10]([CH3:43])[C:11]([O:41][CH3:42])=[CH:12][CH:13]=3)[N:8]=2)=[CH:5][C:4]([C:44]([F:47])([F:46])[F:45])=[N:3]1.[CH3:48][C:49]1([S:52]([NH2:55])(=[O:54])=[O:53])[CH2:51][CH2:50]1. No catalyst specified. The product is [CH3:1][N:2]1[C:6]([C:7]2[CH:16]=[C:15]([O:17][CH2:18][CH2:19][C@@H:20]3[NH:34][C:33](=[O:35])[N:32]([CH3:36])[CH2:31][CH2:30][CH2:29][CH2:28][CH:27]=[CH:26][C@H:25]4[C@@:23]([C:37]([NH:55][S:52]([C:49]5([CH3:48])[CH2:51][CH2:50]5)(=[O:54])=[O:53])=[O:38])([CH2:24]4)[NH:22][C:21]3=[O:40])[C:14]3[C:9](=[C:10]([CH3:43])[C:11]([O:41][CH3:42])=[CH:12][CH:13]=3)[N:8]=2)=[CH:5][C:4]([C:44]([F:45])([F:46])[F:47])=[N:3]1. The yield is 0.150. (4) The reactants are [CH:1]1([C:6](Cl)=[O:7])[CH2:5][CH2:4][CH2:3][CH2:2]1.[CH:9]12[CH2:38][CH2:37][CH:12]([CH:13]([C:15]3[C:23]4[C:18](=[N:19][CH:20]=[C:21]([NH:25][C:26](=[O:35])[C:27]5[CH:32]=[CH:31][CH:30]=[C:29]([C:33]#[N:34])[CH:28]=5)[C:22]=4[CH3:24])[N:17]([CH3:36])[CH:16]=3)[CH2:14]1)[CH2:11][NH:10]2. The catalyst is N1C=CC=CC=1. The product is [C:33]([C:29]1[CH:28]=[C:27]([CH:32]=[CH:31][CH:30]=1)[C:26]([NH:25][C:21]1[C:22]([CH3:24])=[C:23]2[C:15]([CH:13]3[CH2:14][CH:9]4[CH2:38][CH2:37][CH:12]3[CH2:11][N:10]4[C:6]([CH:1]3[CH2:5][CH2:4][CH2:3][CH2:2]3)=[O:7])=[CH:16][N:17]([CH3:36])[C:18]2=[N:19][CH:20]=1)=[O:35])#[N:34]. The yield is 0.400. (5) The reactants are [OH:1][CH2:2][C:3]1[CH:29]=[CH:28][C:6]([CH2:7][N:8]([CH2:21][C:22]2[CH:27]=[CH:26][CH:25]=[CH:24][N:23]=2)[S:9]([C:12]2[CH:17]=[CH:16][CH:15]=[CH:14][C:13]=2[N+:18]([O-:20])=[O:19])(=[O:11])=[O:10])=[CH:5][CH:4]=1.CCN(CC)CC.[CH3:37][S:38](Cl)(=[O:40])=[O:39].C([O-])(O)=O.[Na+]. The catalyst is C(Cl)Cl. The product is [N+:18]([C:13]1[CH:14]=[CH:15][CH:16]=[CH:17][C:12]=1[S:9]([N:8]([CH2:7][C:6]1[CH:28]=[CH:29][C:3]([CH2:2][O:1][S:38]([CH3:37])(=[O:40])=[O:39])=[CH:4][CH:5]=1)[CH2:21][C:22]1[CH:27]=[CH:26][CH:25]=[CH:24][N:23]=1)(=[O:10])=[O:11])([O-:20])=[O:19]. The yield is 0.950. (6) The reactants are [C:1]([P:5](Cl)[C:6]([CH3:9])([CH3:8])[CH3:7])([CH3:4])([CH3:3])[CH3:2].O1CCC[CH2:12]1.C[Mg]Br.C1(C)C=CC=CC=1. The catalyst is [Cu]Cl.O. The product is [C:1]([P:5]([C:6]([CH3:9])([CH3:8])[CH3:7])[CH3:12])([CH3:4])([CH3:3])[CH3:2]. The yield is 0.911.